From a dataset of M1 muscarinic receptor antagonist screen with 61,756 compounds. Binary Classification. Given a drug SMILES string, predict its activity (active/inactive) in a high-throughput screening assay against a specified biological target. The molecule is O(CCCC)c1c(NC(=O)c2occc2)cccc1. The result is 0 (inactive).